Dataset: Reaction yield outcomes from USPTO patents with 853,638 reactions. Task: Predict the reaction yield, written as a fraction of the theoretical maximum amount of product (1.0 means a 100% yield; for example, 0.34 means a 34% yield). (1) The product is [CH3:1][C:2]1[CH:25]=[CH:24][C:23]([CH3:26])=[CH:22][C:3]=1[CH2:4][N:5]1[C:9]2[CH:10]=[CH:11][CH:12]=[CH:13][C:8]=2[N:7]=[C:6]1[S:14]([C:16]1[CH:21]=[CH:20][CH:19]=[CH:18][CH:17]=1)(=[O:35])=[O:15]. The reactants are [CH3:1][C:2]1[CH:25]=[CH:24][C:23]([CH3:26])=[CH:22][C:3]=1[CH2:4][N:5]1[C:9]2[CH:10]=[CH:11][CH:12]=[CH:13][C:8]=2[N:7]=[C:6]1[S:14]([C:16]1[CH:21]=[CH:20][CH:19]=[CH:18][CH:17]=1)=[O:15].C1C=C(Cl)C=C(C(OO)=[O:35])C=1. The yield is 0.380. The catalyst is C(Cl)Cl. (2) The reactants are [CH2:1]([C:3]1[CH:8]=[CH:7][CH:6]=[CH:5][N+:4]=1[O-])[CH3:2].C[Si]([C:14]#[N:15])(C)C.CN(C)C(Cl)=O. The catalyst is [N+](CC)([O-])=O. The product is [C:14]([C:5]1[CH:6]=[CH:7][CH:8]=[C:3]([CH2:1][CH3:2])[N:4]=1)#[N:15]. The yield is 0.310.